Dataset: Full USPTO retrosynthesis dataset with 1.9M reactions from patents (1976-2016). Task: Predict the reactants needed to synthesize the given product. (1) Given the product [CH3:12][O:11][C:10]1[C:5]([CH2:3][OH:2])=[N:6][CH:7]=[C:8]([C:13]2[CH:18]=[CH:17][CH:16]=[CH:15][CH:14]=2)[N:9]=1, predict the reactants needed to synthesize it. The reactants are: C[O:2][C:3]([C:5]1[C:10]([O:11][CH3:12])=[N:9][C:8]([C:13]2[CH:18]=[CH:17][CH:16]=[CH:15][CH:14]=2)=[CH:7][N:6]=1)=O.CC(C[AlH]CC(C)C)C. (2) Given the product [Br:27][C:28]1[CH:29]=[C:30]2[C:35](=[CH:36][CH:37]=1)[N:34]=[C:33]([C:15]1[CH:14]=[CH:13][C:12]([C:2](=[O:1])[CH2:3][NH:4][C:5](=[O:11])[O:6][C:7]([CH3:8])([CH3:9])[CH3:10])=[CH:17][CH:16]=1)[CH:32]=[N:31]2, predict the reactants needed to synthesize it. The reactants are: [O:1]=[C:2]([C:12]1[CH:17]=[CH:16][C:15](B2OC(C)(C)C(C)(C)O2)=[CH:14][CH:13]=1)[CH2:3][NH:4][C:5](=[O:11])[O:6][C:7]([CH3:10])([CH3:9])[CH3:8].[Br:27][C:28]1[CH:29]=[C:30]2[C:35](=[CH:36][CH:37]=1)[N:34]=[C:33](Cl)[CH:32]=[N:31]2.C(=O)([O-])[O-].[Cs+].[Cs+]. (3) The reactants are: C(OC(C1NN=C(COC2C=CC=CC=2)C=1)=O)C.CC1(C)OC[C@H](CO)N1C(OC(C)(C)C)=O.[C:35]([O:39][C:40]([N:42]1[C@H:46]([CH2:47][N:48]2[C:52]([C:53]([O:55][CH2:56][CH3:57])=[O:54])=[CH:51][C:50]([CH2:58][O:59][C:60]3[CH:65]=[CH:64][CH:63]=[CH:62][CH:61]=3)=[N:49]2)[CH2:45][O:44][C:43]1([CH3:67])[CH3:66])=[O:41])([CH3:38])([CH3:37])[CH3:36]. Given the product [C:35]([O:39][C:40]([N:42]1[C@@H:46]([CH2:47][N:48]2[C:52]([C:53]([O:55][CH2:56][CH3:57])=[O:54])=[CH:51][C:50]([CH2:58][O:59][C:60]3[CH:61]=[CH:62][CH:63]=[CH:64][CH:65]=3)=[N:49]2)[CH2:45][O:44][C:43]1([CH3:66])[CH3:67])=[O:41])([CH3:36])([CH3:37])[CH3:38], predict the reactants needed to synthesize it. (4) Given the product [Si:35]([O:34][CH2:33][CH2:32][CH2:31][N:27]1[CH2:28][CH2:29][CH:24]([C:22]2[O:21][N:20]=[C:19]([N:12]3[C:13]4[C:18](=[CH:17][CH:16]=[CH:15][CH:14]=4)[C:10]([CH2:8][CH3:9])=[N:11]3)[N:23]=2)[CH2:25][CH2:26]1)([C:38]([CH3:39])([CH3:40])[CH3:41])([CH3:37])[CH3:36], predict the reactants needed to synthesize it. The reactants are: FC(F)(F)C(O)=O.[CH2:8]([C:10]1[C:18]2[C:13](=[CH:14][CH:15]=[CH:16][CH:17]=2)[N:12]([C:19]2[N:23]=[C:22]([CH:24]3[CH2:29][CH2:28][NH:27][CH2:26][CH2:25]3)[O:21][N:20]=2)[N:11]=1)[CH3:9].Br[CH2:31][CH2:32][CH2:33][O:34][Si:35]([C:38]([CH3:41])([CH3:40])[CH3:39])([CH3:37])[CH3:36].C(=O)([O-])[O-].[K+].[K+].O. (5) Given the product [N+:23]([C:20]1[CH:21]=[CH:22][C:16]2[O:15][CH2:14][CH:13]([CH2:12][O:11][S:8]([C:5]3[CH:4]=[CH:3][C:2]([CH3:1])=[CH:7][CH:6]=3)(=[O:9])=[O:10])[O:18][C:17]=2[C:19]=1[CH:26]=[C:31]([N+:28]([O-:30])=[O:29])[CH2:32][CH3:33])([O-:25])=[O:24], predict the reactants needed to synthesize it. The reactants are: [CH3:1][C:2]1[CH:7]=[CH:6][C:5]([S:8]([O:11][CH2:12][C@@H:13]2[O:18][C:17]3[C:19]([CH:26]=O)=[C:20]([N+:23]([O-:25])=[O:24])[CH:21]=[CH:22][C:16]=3[O:15][CH2:14]2)(=[O:10])=[O:9])=[CH:4][CH:3]=1.[N+:28]([CH2:31][CH2:32][CH3:33])([O-:30])=[O:29].C([O-])(=O)C.[NH4+]. (6) Given the product [C:24]([N:62]1[CH2:63][CH2:64][N:65]([C:37]2[CH:38]=[CH:39][C:40]([NH:43][C:17](=[O:19])[CH2:16][C:5]3[CH:6]=[CH:7][C:8]([C:9]4[CH:14]=[CH:13][N:12]=[C:11]([F:15])[CH:10]=4)=[C:3]([C:1]#[N:2])[CH:4]=3)=[N:41][CH:42]=2)[CH2:66][CH2:67]1)(=[O:25])[CH3:26], predict the reactants needed to synthesize it. The reactants are: [C:1]([C:3]1[CH:4]=[C:5]([CH2:16][C:17]([O:19]C(C)(C)C)=O)[CH:6]=[CH:7][C:8]=1[C:9]1[CH:14]=[CH:13][N:12]=[C:11]([F:15])[CH:10]=1)#[N:2].[C:24](O)([C:26](F)(F)F)=[O:25].N1C=CN=CC=1[C:37]1[CH:38]=[CH:39][C:40]([NH2:43])=[N:41][CH:42]=1.CCN(C(C)C)C(C)C.F[P-](F)(F)(F)(F)F.N1(OC(N(C)C)=[N+](C)C)[C:64]2[N:65]=[CH:66][CH:67]=C[C:63]=2[N:62]=N1.